From a dataset of Catalyst prediction with 721,799 reactions and 888 catalyst types from USPTO. Predict which catalyst facilitates the given reaction. (1) Reactant: [N+:1]([C:4]1[CH:5]=[C:6]([S:10]([N:13]2[C:22]3[C:17](=[CH:18][CH:19]=[CH:20][CH:21]=3)[NH:16][C:15](=[O:23])[CH2:14]2)(=[O:12])=[O:11])[CH:7]=[CH:8][CH:9]=1)([O-:3])=[O:2].CI.[C:26](=O)([O-])[O-].[K+].[K+].CN(C=O)C. Product: [CH3:26][N:16]1[C:17]2[C:22](=[CH:21][CH:20]=[CH:19][CH:18]=2)[N:13]([S:10]([C:6]2[CH:7]=[CH:8][CH:9]=[C:4]([N+:1]([O-:3])=[O:2])[CH:5]=2)(=[O:11])=[O:12])[CH2:14][C:15]1=[O:23]. The catalyst class is: 6. (2) Reactant: [F:1][C:2]1[CH:3]=[C:4]([CH2:8][C:9]([O:11][CH2:12][CH3:13])=[O:10])[CH:5]=[CH:6][CH:7]=1.C1C(=O)N([Br:21])C(=O)C1. Product: [Br:21][CH:8]([C:4]1[CH:5]=[CH:6][CH:7]=[C:2]([F:1])[CH:3]=1)[C:9]([O:11][CH2:12][CH3:13])=[O:10]. The catalyst class is: 53.